Dataset: Full USPTO retrosynthesis dataset with 1.9M reactions from patents (1976-2016). Task: Predict the reactants needed to synthesize the given product. (1) Given the product [CH2:5]([O:12][CH:13]([C:15]1[C:20]([C:21]#[N:22])=[CH:19][N:18]=[CH:17][C:16]=1[C:23]1[CH:32]=[C:31]2[C:26](=[N:25][CH:24]=1)[N:1]([C:2]([NH2:4])=[O:3])[CH2:28][CH2:29][CH2:30]2)[CH3:14])[C:6]1[CH:7]=[CH:8][CH:9]=[CH:10][CH:11]=1, predict the reactants needed to synthesize it. The reactants are: [NH2:1][C:2]([NH2:4])=[O:3].[CH2:5]([O:12][CH:13]([C:15]1[C:20]([C:21]#[N:22])=[CH:19][N:18]=[CH:17][C:16]=1[C:23]1[CH:24]=[N:25][C:26]2N[CH2:28][CH2:29][CH2:30][C:31]=2[CH:32]=1)[CH3:14])[C:6]1[CH:11]=[CH:10][CH:9]=[CH:8][CH:7]=1. (2) Given the product [Cl:1][C:2]1[CH:29]=[CH:28][CH:27]=[C:26]([C:30]([F:33])([F:31])[F:32])[C:3]=1[C:4]([C:6]1[N:10]2[CH:11]=[CH:12][CH:13]=[CH:14][C:9]2=[C:8]([N:15]2[CH2:20][CH2:19][CH:18]([C:21]([OH:23])=[O:22])[CH2:17][CH2:16]2)[N:7]=1)=[O:5], predict the reactants needed to synthesize it. The reactants are: [Cl:1][C:2]1[CH:29]=[CH:28][CH:27]=[C:26]([C:30]([F:33])([F:32])[F:31])[C:3]=1[C:4]([C:6]1[N:10]2[CH:11]=[CH:12][CH:13]=[CH:14][C:9]2=[C:8]([N:15]2[CH2:20][CH2:19][CH:18]([C:21]([O:23]CC)=[O:22])[CH2:17][CH2:16]2)[N:7]=1)=[O:5].[Li+].[OH-].